This data is from Full USPTO retrosynthesis dataset with 1.9M reactions from patents (1976-2016). The task is: Predict the reactants needed to synthesize the given product. (1) Given the product [CH3:1][C:2]1[N:6]([CH3:7])[C:5]2[CH:8]=[C:9]([C:22]([N:47]3[CH2:52][CH2:51][O:50][CH2:49][CH2:48]3)=[O:24])[C:10]3[CH2:11][CH2:12][CH:13]([C:16]4[CH:21]=[CH:20][CH:19]=[CH:18][CH:17]=4)[O:14][C:15]=3[C:4]=2[N:3]=1, predict the reactants needed to synthesize it. The reactants are: [CH3:1][C:2]1[N:6]([CH3:7])[C:5]2[CH:8]=[C:9]([C:22]([OH:24])=O)[C:10]3[CH2:11][CH2:12][CH:13]([C:16]4[CH:21]=[CH:20][CH:19]=[CH:18][CH:17]=4)[O:14][C:15]=3[C:4]=2[N:3]=1.F[B-](F)(F)F.N1(OC(N(C)C)=[N+](C)C)C2C=CC=CC=2N=N1.[NH:47]1[CH2:52][CH2:51][O:50][CH2:49][CH2:48]1.O. (2) Given the product [Cl:1][C:2]1[C:7]2[C:8](=[O:22])[N:9]([CH2:11][C:12]3[CH:17]=[CH:16][C:15]([O:18][CH3:19])=[CH:14][C:13]=3[O:20][CH3:21])[CH2:10][C:6]=2[C:5]([F:23])=[C:4]([NH:25][C@@H:26]2[CH2:31][CH2:30][O:29][CH2:28][C@@H:27]2[NH:32][C:33](=[O:39])[O:34][C:35]([CH3:37])([CH3:36])[CH3:38])[N:3]=1, predict the reactants needed to synthesize it. The reactants are: [Cl:1][C:2]1[C:7]2[C:8](=[O:22])[N:9]([CH2:11][C:12]3[CH:17]=[CH:16][C:15]([O:18][CH3:19])=[CH:14][C:13]=3[O:20][CH3:21])[CH2:10][C:6]=2[C:5]([F:23])=[C:4](Cl)[N:3]=1.[NH2:25][C@@H:26]1[CH2:31][CH2:30][O:29][CH2:28][C@@H:27]1[NH:32][C:33](=[O:39])[O:34][C:35]([CH3:38])([CH3:37])[CH3:36].CCN(C(C)C)C(C)C. (3) Given the product [CH2:1]([O:3][C:4]([C:6]1[C:11]([CH3:12])=[N:10][C:9]([OH:13])=[N:8][C:7]=1[CH3:14])=[O:5])[CH3:2], predict the reactants needed to synthesize it. The reactants are: [CH2:1]([O:3][C:4]([C:6]1[CH:11]([CH3:12])[NH:10][C:9]([OH:13])=[N:8][C:7]=1[CH3:14])=[O:5])[CH3:2].[N+]([O-])(O)=O.C([O-])([O-])=O.[K+].[K+]. (4) Given the product [Br:1][C:2]1[CH:11]=[C:10]2[C:5]([CH:6]=[CH:7][C:8](=[O:12])[N:9]2[CH2:18][CH2:19][N:20]2[CH2:25][CH2:24][C@H:23]([NH:26][C:27](=[O:28])[O:29][C:30]([CH3:31])([CH3:33])[CH3:32])[C@H:22]([O:34][CH3:35])[CH2:21]2)=[CH:4][CH:3]=1, predict the reactants needed to synthesize it. The reactants are: [Br:1][C:2]1[CH:11]=[C:10]2[C:5]([CH:6]=[CH:7][C:8](=[O:12])[NH:9]2)=[CH:4][CH:3]=1.CS(O[CH2:18][CH2:19][N:20]1[CH2:25][CH2:24][C@H:23]([NH:26][C:27]([O:29][C:30]([CH3:33])([CH3:32])[CH3:31])=[O:28])[C@H:22]([O:34][CH3:35])[CH2:21]1)(=O)=O.[H-].[Na+]. (5) Given the product [C:34]([O:37][C@@H:38]([CH3:42])[C:39]([NH:1][CH2:2][C@@H:3]1[CH2:8][O:7][C@@H:6]([C@H:9]2[O:13][N:12]=[C:11]([C:14]3[CH:15]=[C:16]([C:21](=[O:22])[NH:23][CH2:24][C:25]4[CH:30]=[CH:29][C:28]([F:31])=[C:27]([O:32][CH3:33])[CH:26]=4)[N:17]=[C:18]([CH3:20])[N:19]=3)[CH2:10]2)[CH2:5][O:4]1)=[O:40])(=[O:36])[CH3:35], predict the reactants needed to synthesize it. The reactants are: [NH2:1][CH2:2][C@@H:3]1[CH2:8][O:7][C@@H:6]([C@H:9]2[O:13][N:12]=[C:11]([C:14]3[N:19]=[C:18]([CH3:20])[N:17]=[C:16]([C:21]([NH:23][CH2:24][C:25]4[CH:30]=[CH:29][C:28]([F:31])=[C:27]([O:32][CH3:33])[CH:26]=4)=[O:22])[CH:15]=3)[CH2:10]2)[CH2:5][O:4]1.[C:34]([O:37][C@@H:38]([CH3:42])[C:39](Cl)=[O:40])(=[O:36])[CH3:35].